The task is: Predict the reactants needed to synthesize the given product.. This data is from Retrosynthesis with 50K atom-mapped reactions and 10 reaction types from USPTO. (1) Given the product C[C@H](NC(=O)c1ccc(C(=O)N2CCC[C@H]2CN)c(Cl)c1)c1nc2cc(Cl)ccc2[nH]1, predict the reactants needed to synthesize it. The reactants are: C[C@H](NC(=O)c1ccc(C(=O)N2CCC[C@H]2CNC(=O)OC(C)(C)C)c(Cl)c1)c1nc2cc(Cl)ccc2[nH]1. (2) Given the product CCN(C)S(=O)(=O)c1ccc(-c2cnc(N)c(-c3ccc4c(c3)CCCNC4=O)n2)cc1, predict the reactants needed to synthesize it. The reactants are: CC1(C)OB(c2ccc3c(c2)CCCNC3=O)OC1(C)C.CCN(C)S(=O)(=O)c1ccc(-c2cnc(N)c(Br)n2)cc1. (3) Given the product CC(C)C(=O)c1ccc(OCc2ccc(CNC(=O)c3cn(C)cn3)cc2)c(C(F)(F)F)c1O, predict the reactants needed to synthesize it. The reactants are: CC(C)C(=O)c1ccc(OCc2ccc(CN)cc2)c(C(F)(F)F)c1O.Cn1cnc(C(=O)O)c1. (4) Given the product CN(C)c1ccc(OCC2CCNCC2)cc1, predict the reactants needed to synthesize it. The reactants are: CN(C)c1ccc(OCC2CCN(C(=O)OC(C)(C)C)CC2)cc1. (5) Given the product Fc1ccc(F)c(CN2CCNc3ncc(-c4ccnc(N5CCOCC5)c4Cl)cc32)c1Cl, predict the reactants needed to synthesize it. The reactants are: CC1(C)OB(c2ccnc(N3CCOCC3)c2Cl)OC1(C)C.Fc1ccc(F)c(CN2CCNc3ncc(I)cc32)c1Cl.